Dataset: Forward reaction prediction with 1.9M reactions from USPTO patents (1976-2016). Task: Predict the product of the given reaction. (1) Given the reactants [CH3:1][N:2]1[CH:6]=[C:5](/[CH:7]=[CH:8]/[C:9]([O:11]C)=[O:10])[CH:4]=[N:3]1.[OH-].[K+], predict the reaction product. The product is: [CH3:1][N:2]1[CH:6]=[C:5](/[CH:7]=[CH:8]/[C:9]([OH:11])=[O:10])[CH:4]=[N:3]1. (2) Given the reactants [F:1][C:2]1[CH:9]=[CH:8][C:5]([CH:6]=O)=[CH:4][C:3]=1[O:10][CH3:11].[CH2:12]1[C:26]2[C:21](=[CH:22][CH:23]=[CH:24][CH:25]=2)[CH2:20][C:19]2[C:14](=[CH:15][CH:16]=[CH:17][CH:18]=2)[CH2:13]1, predict the reaction product. The product is: [F:1][C:2]1[CH:9]=[CH:8][C:5]([CH:6]=[C:20]2[C:19]3[CH:18]=[CH:17][CH:16]=[CH:15][C:14]=3[CH2:13][CH2:12][C:26]3[CH:25]=[CH:24][CH:23]=[CH:22][C:21]2=3)=[CH:4][C:3]=1[O:10][CH3:11]. (3) Given the reactants [Cl:1][C:2]1[N:7]=[C:6](Cl)[C:5]([F:9])=[CH:4][N:3]=1.[F:10][C:11]1[CH:18]=[CH:17][CH:16]=[CH:15][C:12]=1[CH2:13][NH2:14].C(N(CC)CC)C, predict the reaction product. The product is: [Cl:1][C:2]1[N:7]=[C:6]([NH:14][CH2:13][C:12]2[CH:15]=[CH:16][CH:17]=[CH:18][C:11]=2[F:10])[C:5]([F:9])=[CH:4][N:3]=1.